Dataset: Full USPTO retrosynthesis dataset with 1.9M reactions from patents (1976-2016). Task: Predict the reactants needed to synthesize the given product. (1) Given the product [Cl:1][C:2]1[C:7]([S:8]([CH3:11])(=[O:10])=[O:9])=[CH:6][C:5]([C:12]2[N:13]([C:33]([N:50]3[CH2:51][CH2:52][N:47]([CH2:46][CH2:45][CH2:44][S:41]([CH2:39][CH3:40])(=[O:43])=[O:42])[CH2:48][CH2:49]3)=[O:34])[C@@:14]([C:26]3[CH:31]=[CH:30][C:29]([Cl:32])=[CH:28][CH:27]=3)([CH3:25])[C@@:15]([C:18]3[CH:19]=[CH:20][C:21]([Cl:24])=[CH:22][CH:23]=3)([CH3:17])[N:16]=2)=[C:4]([O:36][CH2:37][CH3:38])[CH:3]=1, predict the reactants needed to synthesize it. The reactants are: [Cl:1][C:2]1[C:7]([S:8]([CH3:11])(=[O:10])=[O:9])=[CH:6][C:5]([C:12]2[N:13]([C:33](Cl)=[O:34])[C@@:14]([C:26]3[CH:31]=[CH:30][C:29]([Cl:32])=[CH:28][CH:27]=3)([CH3:25])[C@@:15]([C:18]3[CH:23]=[CH:22][C:21]([Cl:24])=[CH:20][CH:19]=3)([CH3:17])[N:16]=2)=[C:4]([O:36][CH2:37][CH3:38])[CH:3]=1.[CH2:39]([S:41]([CH2:44][CH2:45][CH2:46][N:47]1[CH2:52][CH2:51][NH:50][CH2:49][CH2:48]1)(=[O:43])=[O:42])[CH3:40]. (2) Given the product [CH:1]1[C:10]2[C:5](=[CH:6][CH:7]=[CH:8][CH:9]=2)[CH:4]=[CH:3][C:2]=1[C:11]1([CH2:16][OH:17])[CH2:15][CH2:14][CH2:13][CH2:12]1, predict the reactants needed to synthesize it. The reactants are: [CH:1]1[C:10]2[C:5](=[CH:6][CH:7]=[CH:8][CH:9]=2)[CH:4]=[CH:3][C:2]=1[C:11]1([CH:16]=[O:17])[CH2:15][CH2:14][CH2:13][CH2:12]1.ClC1C=CC(Cl)=CC=1C1(CO)CCCC1.